This data is from Forward reaction prediction with 1.9M reactions from USPTO patents (1976-2016). The task is: Predict the product of the given reaction. (1) The product is: [Br:8][C:9]1[CH:10]=[C:11]([CH:12]2[C:23]3[C:24](=[O:25])[C:19]([CH3:27])([CH3:18])[O:20][CH2:21][C:22]=3[NH:1][C:2]3[CH2:6][CH2:5][C:4](=[O:7])[C:3]2=3)[CH:14]=[CH:15][C:16]=1[F:17]. Given the reactants [NH2:1][C:2]1[CH2:6][CH2:5][C:4](=[O:7])[CH:3]=1.[Br:8][C:9]1[CH:10]=[C:11]([CH:14]=[CH:15][C:16]=1[F:17])[CH:12]=O.[CH3:18][C:19]1([CH3:27])[C:24](=[O:25])[CH2:23][C:22](=O)[CH2:21][O:20]1, predict the reaction product. (2) Given the reactants [CH3:1][C:2]1[CH:3]=[CH:4][C:5]2[N:6]([CH:8]=[C:9]([C:11](=O)[CH2:12][C:13]([O:15]CC)=O)[N:10]=2)[CH:7]=1.[NH2:19][C:20]1[CH:25]=[CH:24][C:23]([F:26])=[CH:22][N:21]=1, predict the reaction product. The product is: [F:26][C:23]1[CH:24]=[CH:25][C:20]2[N:21]([CH:22]=1)[C:13](=[O:15])[CH:12]=[C:11]([C:9]1[N:10]=[C:5]3[CH:4]=[CH:3][C:2]([CH3:1])=[CH:7][N:6]3[CH:8]=1)[N:19]=2.